Task: Predict the reactants needed to synthesize the given product.. Dataset: Full USPTO retrosynthesis dataset with 1.9M reactions from patents (1976-2016) (1) Given the product [CH:16]1([CH2:21][C@@H:22]([C:23]([NH:14][NH:13][C:10]2[C:11]([F:12])=[C:6]([N:1]3[CH2:2][CH:3]=[CH:4][CH2:5]3)[N:7]=[C:8]([CH3:15])[N:9]=2)=[O:24])[CH2:26][N:27]([O:28][CH:29]2[CH2:34][CH2:33][CH2:32][CH2:31][O:30]2)[CH:35]=[O:36])[CH2:20][CH2:19][CH2:18][CH2:17]1, predict the reactants needed to synthesize it. The reactants are: [N:1]1([C:6]2[C:11]([F:12])=[C:10]([NH:13][NH2:14])[N:9]=[C:8]([CH3:15])[N:7]=2)[CH2:5][CH:4]=[CH:3][CH2:2]1.[CH:16]1([CH2:21][C@H:22]([CH2:26][N:27]([CH:35]=[O:36])[O:28][CH:29]2[CH2:34][CH2:33][CH2:32][CH2:31][O:30]2)[C:23](O)=[O:24])[CH2:20][CH2:19][CH2:18][CH2:17]1.C1C=NC2N(O)N=NC=2C=1.CN1CCOCC1.C(Cl)CCl. (2) Given the product [CH3:38][C:39]1([CH3:45])[CH2:44][CH2:43][N:42]([C:7]2[C:8]3[N:9]([N:13]=[C:14]([C:16]([O:18][CH3:19])=[O:17])[CH:15]=3)[CH:10]=[C:11]([CH3:12])[C:6]=2[C:4](=[O:5])[C:3]([O:2][CH3:1])=[O:28])[CH2:41][CH2:40]1, predict the reactants needed to synthesize it. The reactants are: [CH3:1][O:2][C:3](=[O:28])[C:4]([C:6]1[C:11]([CH3:12])=[CH:10][N:9]2[N:13]=[C:14]([C:16]([O:18][CH3:19])=[O:17])[CH:15]=[C:8]2[C:7]=1OS(C(F)(F)F)(=O)=O)=[O:5].CCN(C(C)C)C(C)C.[CH3:38][C:39]1([CH3:45])[CH2:44][CH2:43][NH:42][CH2:41][CH2:40]1. (3) Given the product [Br:12][CH2:13][CH2:14][CH2:15][CH2:16][CH2:17][C:18]([C:10]1[O:11][C:7]([C:2]2[CH:3]=[CH:4][CH:5]=[CH:6][N:1]=2)=[CH:8][N:9]=1)=[O:19], predict the reactants needed to synthesize it. The reactants are: [N:1]1[CH:6]=[CH:5][CH:4]=[CH:3][C:2]=1[C:7]1[O:11][CH:10]=[N:9][CH:8]=1.[Br:12][CH2:13][CH2:14][CH2:15][CH2:16][CH2:17][C:18](Cl)=[O:19]. (4) Given the product [CH3:17][S:1][C:2]1[C:3]2[N:10]=[C:9]([C:11]([OH:13])=[O:12])[S:8][C:4]=2[N:5]=[CH:6][N:7]=1, predict the reactants needed to synthesize it. The reactants are: [SH:1][C:2]1[C:3]2[N:10]=[C:9]([C:11]([O:13]CC)=[O:12])[S:8][C:4]=2[N:5]=[CH:6][N:7]=1.I[CH3:17]. (5) Given the product [Cl:1][C:2]1[S:3][C:4]([S:8]([N:11]2[C:17]3[CH:18]=[CH:19][CH:20]=[CH:21][C:16]=3[CH2:15][CH2:14][CH2:13][CH2:12]2)(=[O:9])=[O:10])=[CH:5][C:6]=1[N:7]1[C:27](=[O:28])[C:26]2[C:25](=[CH:34][CH:33]=[CH:32][CH:31]=2)[NH:22][C:23]1=[O:24], predict the reactants needed to synthesize it. The reactants are: [Cl:1][C:2]1[S:3][C:4]([S:8]([N:11]2[C:17]3[CH:18]=[CH:19][CH:20]=[CH:21][C:16]=3[CH2:15][CH2:14][CH2:13][CH2:12]2)(=[O:10])=[O:9])=[CH:5][C:6]=1[NH2:7].[N:22]([C:25]1[CH:34]=[CH:33][CH:32]=[CH:31][C:26]=1[C:27](OC)=[O:28])=[C:23]=[O:24].C(O)C(N)(CO)CO.